This data is from NCI-60 drug combinations with 297,098 pairs across 59 cell lines. The task is: Regression. Given two drug SMILES strings and cell line genomic features, predict the synergy score measuring deviation from expected non-interaction effect. (1) Drug 1: C#CCC(CC1=CN=C2C(=N1)C(=NC(=N2)N)N)C3=CC=C(C=C3)C(=O)NC(CCC(=O)O)C(=O)O. Drug 2: CN(CCCl)CCCl.Cl. Cell line: HOP-62. Synergy scores: CSS=11.1, Synergy_ZIP=-2.32, Synergy_Bliss=-1.21, Synergy_Loewe=-3.57, Synergy_HSA=-4.95. (2) Drug 1: CN1C2=C(C=C(C=C2)N(CCCl)CCCl)N=C1CCCC(=O)O.Cl. Drug 2: CCC1(C2=C(COC1=O)C(=O)N3CC4=CC5=C(C=CC(=C5CN(C)C)O)N=C4C3=C2)O.Cl. Cell line: COLO 205. Synergy scores: CSS=55.2, Synergy_ZIP=4.90, Synergy_Bliss=2.23, Synergy_Loewe=-18.7, Synergy_HSA=5.24.